Task: Predict the product of the given reaction.. Dataset: Forward reaction prediction with 1.9M reactions from USPTO patents (1976-2016) (1) Given the reactants [C:23]1(P([C:23]2[CH:28]=[CH:27][CH:26]=[CH:25][CH:24]=2)CCP([C:23]2[CH:28]=[CH:27][CH:26]=[CH:25][CH:24]=2)[C:23]2[CH:28]=[CH:27][CH:26]=[CH:25][CH:24]=2)[CH:28]=[CH:27][CH:26]=[CH:25][CH:24]=1.[CH:29](=[O:36])[C:30]1C=CC=C[CH:31]=1.C([Si](OC)(OC)OC)=C.[F-].C([N+](CCCC)(CCCC)CCCC)CCC, predict the reaction product. The product is: [C:23]1([CH:29]([OH:36])[CH:30]=[CH2:31])[CH:24]=[CH:25][CH:26]=[CH:27][CH:28]=1. (2) Given the reactants [F:1][C:2]1[C:11]2[O:10][CH2:9][CH:8]([NH:12][CH2:13][CH2:14][CH2:15][CH2:16][C:17]3[C:21]4[CH:22]=[CH:23][CH:24]=[C:25]([O:26][CH3:27])[C:20]=4[O:19][CH:18]=3)[CH2:7][C:6]=2[C:5]([C:28]([NH2:30])=[O:29])=[CH:4][CH:3]=1.[CH:31](=O)[CH3:32], predict the reaction product. The product is: [CH2:31]([N:12]([CH2:13][CH2:14][CH2:15][CH2:16][C:17]1[C:21]2[CH:22]=[CH:23][CH:24]=[C:25]([O:26][CH3:27])[C:20]=2[O:19][CH:18]=1)[CH:8]1[CH2:7][C:6]2[C:5]([C:28]([NH2:30])=[O:29])=[CH:4][CH:3]=[C:2]([F:1])[C:11]=2[O:10][CH2:9]1)[CH3:32].